Dataset: Forward reaction prediction with 1.9M reactions from USPTO patents (1976-2016). Task: Predict the product of the given reaction. (1) The product is: [CH2:41]([O:40][C:38]([C:37]1[CH:48]=[C:33]([CH:34]=[CH:35][C:36]=1[NH:49][C:50](=[O:55])[C:51]([F:54])([F:53])[F:52])[C:31]([C:24]1[N:25]2[C:30]([CH:29]=[CH:28][CH:27]=[CH:26]2)=[C:22]([NH:21][C:19]([C:18]2[CH:17]=[C:16]([CH:59]=[CH:58][CH:57]=2)[O:15][CH2:14][C:13]([OH:60])=[O:12])=[O:20])[C:23]=1[CH3:56])=[O:32])=[O:39])[C:42]1[CH:47]=[CH:46][CH:45]=[CH:44][CH:43]=1. Given the reactants FC(F)(F)C(O)=O.C([O:12][C:13](=[O:60])[CH2:14][O:15][C:16]1[CH:17]=[C:18]([CH:57]=[CH:58][CH:59]=1)[C:19]([NH:21][C:22]1[C:23]([CH3:56])=[C:24]([C:31]([C:33]2[CH:34]=[CH:35][C:36]([NH:49][C:50](=[O:55])[C:51]([F:54])([F:53])[F:52])=[C:37]([CH:48]=2)[C:38]([O:40][CH2:41][C:42]2[CH:47]=[CH:46][CH:45]=[CH:44][CH:43]=2)=[O:39])=[O:32])[N:25]2[C:30]=1[CH:29]=[CH:28][CH:27]=[CH:26]2)=[O:20])(C)(C)C.C(OCC)C, predict the reaction product. (2) Given the reactants C(OC([N:8]1[CH2:11][CH:10]([O:12][C:13]2[CH:18]=[C:17]([C:19]([F:22])([F:21])[F:20])[CH:16]=[CH:15][C:14]=2[OH:23])[CH2:9]1)=O)(C)(C)C.Br[CH2:25][C:26]1[O:27][C:28]([C:31]([F:34])([F:33])[F:32])=[CH:29][CH:30]=1, predict the reaction product. The product is: [F:22][C:19]([F:20])([F:21])[C:17]1[CH:16]=[CH:15][C:14]([O:23][CH2:25][C:26]2[O:27][C:28]([C:31]([F:34])([F:33])[F:32])=[CH:29][CH:30]=2)=[C:13]([CH:18]=1)[O:12][CH:10]1[CH2:9][NH:8][CH2:11]1.